This data is from Forward reaction prediction with 1.9M reactions from USPTO patents (1976-2016). The task is: Predict the product of the given reaction. (1) Given the reactants [NH2:1][C@@H:2]([CH3:11])[C@@H:3]([C:5]1[CH:10]=[CH:9][CH:8]=[CH:7][CH:6]=1)[OH:4].[F:12][C:13]1[CH:18]=[CH:17][C:16]([N:19]2[C:27]3[C:22](=[CH:23][C:24](I)=[C:25]([CH3:28])[CH:26]=3)[CH:21]=[N:20]2)=[CH:15][CH:14]=1, predict the reaction product. The product is: [F:12][C:13]1[CH:14]=[CH:15][C:16]([N:19]2[C:27]3[C:22](=[CH:23][C:24]([O:4][C@H:3]([C:5]4[CH:10]=[CH:9][CH:8]=[CH:7][CH:6]=4)[C@@H:2]([NH2:1])[CH3:11])=[C:25]([CH3:28])[CH:26]=3)[CH:21]=[N:20]2)=[CH:17][CH:18]=1. (2) Given the reactants [CH3:1][C:2]1([CH3:28])[N:6]([CH2:7][C:8]2[CH:13]=[CH:12][N:11]=[C:10](Cl)[CH:9]=2)[C:5](=[O:15])[N:4]([C:16]2[CH:21]=[CH:20][C:19]([O:22][C:23]([F:26])([F:25])[F:24])=[CH:18][CH:17]=2)[C:3]1=[O:27].C(=O)([O-])[O-].[K+].[K+].[NH:35]1[CH2:40][CH2:39][O:38][CH2:37][CH2:36]1, predict the reaction product. The product is: [CH3:1][C:2]1([CH3:28])[N:6]([CH2:7][C:8]2[CH:13]=[CH:12][N:11]=[C:10]([N:35]3[CH2:40][CH2:39][O:38][CH2:37][CH2:36]3)[CH:9]=2)[C:5](=[O:15])[N:4]([C:16]2[CH:21]=[CH:20][C:19]([O:22][C:23]([F:26])([F:25])[F:24])=[CH:18][CH:17]=2)[C:3]1=[O:27].